This data is from Full USPTO retrosynthesis dataset with 1.9M reactions from patents (1976-2016). The task is: Predict the reactants needed to synthesize the given product. (1) Given the product [CH:7]([C@:4]1([C:10]([N:12]2[CH2:13][CH2:14][N:15]([C:18]3[CH:23]=[C:22]([C:24]([F:27])([F:26])[F:25])[CH:21]=[CH:20][N:19]=3)[CH2:16][CH2:17]2)=[O:11])[CH2:5][CH2:6][C@@H:2]([NH:1][CH:32]2[CH2:31][CH2:30][C:29]([C:36]3[CH:41]=[CH:40][C:39]([C:42]4[N:43]=[CH:44][CH:45]=[CH:46][N:47]=4)=[CH:38][N:37]=3)([OH:28])[CH2:34][CH2:33]2)[CH2:3]1)([CH3:8])[CH3:9], predict the reactants needed to synthesize it. The reactants are: [NH2:1][C@@H:2]1[CH2:6][CH2:5][C@@:4]([C:10]([N:12]2[CH2:17][CH2:16][N:15]([C:18]3[CH:23]=[C:22]([C:24]([F:27])([F:26])[F:25])[CH:21]=[CH:20][N:19]=3)[CH2:14][CH2:13]2)=[O:11])([CH:7]([CH3:9])[CH3:8])[CH2:3]1.[OH:28][C:29]1([C:36]2[CH:41]=[CH:40][C:39]([C:42]3[N:47]=[CH:46][CH:45]=[CH:44][N:43]=3)=[CH:38][N:37]=2)[CH2:34][CH2:33][C:32](=O)[CH2:31][CH2:30]1.C(O[BH-](OC(=O)C)OC(=O)C)(=O)C.[Na+]. (2) Given the product [CH3:19][O:20][C:21]1[CH:28]=[CH:27][C:24]([CH2:25][N:8]2[C:9]3[C:5](=[C:4]([N+:1]([O-:3])=[O:2])[CH:12]=[CH:11][CH:10]=3)[CH:6]=[N:7]2)=[CH:23][CH:22]=1, predict the reactants needed to synthesize it. The reactants are: [N+:1]([C:4]1[CH:12]=[CH:11][CH:10]=[C:9]2[C:5]=1[CH:6]=[N:7][NH:8]2)([O-:3])=[O:2].C(=O)([O-])[O-].[K+].[K+].[CH3:19][O:20][C:21]1[CH:28]=[CH:27][C:24]([CH2:25]Cl)=[CH:23][CH:22]=1. (3) Given the product [NH2:7][C:8]1[CH:9]=[C:10]([CH:14]=[CH:15][C:16]=1[OH:17])[C:11]([O:13][CH3:3])=[O:12], predict the reactants needed to synthesize it. The reactants are: CO.[C:3](Cl)(=O)C.[NH2:7][C:8]1[CH:9]=[C:10]([CH:14]=[CH:15][C:16]=1[OH:17])[C:11]([OH:13])=[O:12].C(=O)([O-])O.[Na+].